Dataset: Tyrosyl-DNA phosphodiesterase HTS with 341,365 compounds. Task: Binary Classification. Given a drug SMILES string, predict its activity (active/inactive) in a high-throughput screening assay against a specified biological target. (1) The compound is S(=O)(=O)(N(C)C)c1cc(c(N2CCCC2)cc1)C(=O)NCCc1ccc(F)cc1. The result is 0 (inactive). (2) The drug is O(CCCCOc1c([N+]([O-])=O)cccc1)c1c(OC)cc(cc1)C=O. The result is 0 (inactive). (3) The compound is S(=O)(=O)(N(CC(=O)NCc1occc1)c1c(OC)cc(OC)cc1)C. The result is 0 (inactive). (4) The compound is S(CC(=O)Nc1c(N2CCCCC2)cccc1)c1n(nnn1)c1cc(c(cc1)C)C. The result is 0 (inactive). (5) The drug is Brc1ccc(NC(=S)NC(=O)C2CCCCC2)cc1. The result is 0 (inactive). (6) The compound is S(c1n(CC)c(nn1)c1ccccc1)CC(=O)Nc1scc(n1)c1ccc(cc1)C. The result is 0 (inactive). (7) The drug is Brc1c(NC(=O)CSC(c2[nH]c3c(c(=O)n2)cccc3)C)cccc1. The result is 0 (inactive). (8) The compound is O1C(CCC1)CNC(=O)c1c2c(nc(Nc3c(cccc3)C)c1)cccc2. The result is 0 (inactive).